Dataset: Full USPTO retrosynthesis dataset with 1.9M reactions from patents (1976-2016). Task: Predict the reactants needed to synthesize the given product. (1) Given the product [CH3:17][O:16][C:12]1[C:11]([O:18][CH3:19])=[C:10]([O:20][CH3:21])[CH:9]=[C:8]2[C:13]=1[CH:14]=[CH:15][C:6]([CH:5]=[O:4])=[N:7]2, predict the reactants needed to synthesize it. The reactants are: [Se](=O)=O.[OH2:4].[CH3:5][C:6]1[CH:15]=[CH:14][C:13]2[C:8](=[CH:9][C:10]([O:20][CH3:21])=[C:11]([O:18][CH3:19])[C:12]=2[O:16][CH3:17])[N:7]=1. (2) Given the product [C:1]([O:5][C:6]([NH:7][CH:8]([C:10]1[C:11]([O:19][CH3:20])=[C:12](/[CH:24]=[CH:23]/[C:22]([O:26][CH3:27])=[O:25])[C:13]([CH3:17])=[C:14]([Cl:16])[CH:15]=1)[CH3:9])=[O:21])([CH3:4])([CH3:3])[CH3:2], predict the reactants needed to synthesize it. The reactants are: [C:1]([O:5][C:6](=[O:21])[NH:7][CH:8]([C:10]1[CH:15]=[C:14]([Cl:16])[C:13]([CH3:17])=[C:12](Br)[C:11]=1[O:19][CH3:20])[CH3:9])([CH3:4])([CH3:3])[CH3:2].[C:22]([O:26][CH3:27])(=[O:25])[CH:23]=[CH2:24].C1(P(C2C=CC=CC=2)C2C=CC=CC=2)C=CC=CC=1.C(N(CC)CC)C. (3) Given the product [OH:18][CH2:17][C:13]1[C:10]2[CH:11]=[CH:12][C:6]3[CH:5]=[CH:4][CH:3]=[C:2]([I:1])[C:7]=3[CH:8]([OH:21])[C:9]=2[CH:16]=[CH:15][CH:14]=1, predict the reactants needed to synthesize it. The reactants are: [I:1][C:2]1[C:7]2[C:8](=[O:21])[C:9]3[CH:16]=[CH:15][CH:14]=[C:13]([C:17](OC)=[O:18])[C:10]=3[CH:11]=[CH:12][C:6]=2[CH:5]=[CH:4][CH:3]=1.[H-].C([Al+]CC(C)C)C(C)C.O.C(OCC)(=O)C. (4) Given the product [C:1]([C:4]1[CH:5]=[C:6]([NH:10][CH2:11][CH2:12][C@@H:13]2[CH2:18][N:17]([C:19]([O:21][CH2:22][C:23]3[CH:28]=[CH:27][CH:26]=[CH:25][CH:24]=3)=[O:20])[CH2:16][CH2:15][N:14]2[C:29]([O:31][C:32]([CH3:35])([CH3:34])[CH3:33])=[O:30])[CH:7]=[CH:8][CH:9]=1)(=[O:3])[CH3:2], predict the reactants needed to synthesize it. The reactants are: [C:1]([C:4]1[CH:5]=[C:6]([N:10](S(C2C=CC=CC=2[N+]([O-])=O)(=O)=O)[CH2:11][CH2:12][C@@H:13]2[CH2:18][N:17]([C:19]([O:21][CH2:22][C:23]3[CH:28]=[CH:27][CH:26]=[CH:25][CH:24]=3)=[O:20])[CH2:16][CH2:15][N:14]2[C:29]([O:31][C:32]([CH3:35])([CH3:34])[CH3:33])=[O:30])[CH:7]=[CH:8][CH:9]=1)(=[O:3])[CH3:2].SCC(O)=O.O.[OH-].[Li+].C(=O)([O-])O.[Na+]. (5) Given the product [CH2:23]([C:25]1[CH:26]=[C:27]([CH:28]=[CH:29][C:30]=1[O:31][CH3:32])[O:33][C:2]1[CH:7]=[CH:6][C:5]([C:8](=[O:21])[CH2:9][CH2:10][C:11]([NH:13][CH2:14][C:15]2[CH:16]=[N:17][CH:18]=[CH:19][CH:20]=2)=[O:12])=[CH:4][C:3]=1[CH3:22])[CH3:24], predict the reactants needed to synthesize it. The reactants are: F[C:2]1[CH:7]=[CH:6][C:5]([C:8](=[O:21])[CH2:9][CH2:10][C:11]([NH:13][CH2:14][C:15]2[CH:16]=[N:17][CH:18]=[CH:19][CH:20]=2)=[O:12])=[CH:4][C:3]=1[CH3:22].[CH2:23]([C:25]1[CH:26]=[C:27]([OH:33])[CH:28]=[CH:29][C:30]=1[O:31][CH3:32])[CH3:24].C([O-])([O-])=O.[K+].[K+].C1OCCOCCOCCOCCOCCOC1. (6) Given the product [CH3:1][O:2][CH:3]([C:17]1[CH:22]=[CH:21][CH:20]=[CH:19][CH:18]=1)[CH:4]1[CH2:5][CH2:6][NH:7][CH2:8][CH2:9]1, predict the reactants needed to synthesize it. The reactants are: [CH3:1][O:2][CH:3]([C:17]1[CH:22]=[CH:21][CH:20]=[CH:19][CH:18]=1)[CH:4]1[CH2:9][CH2:8][N:7](C(OC(C)(C)C)=O)[CH2:6][CH2:5]1.C1(OC)C=CC=CC=1.FC(F)(F)C(O)=O.Cl. (7) Given the product [F:48][C:29]1[C:23]([CH3:30])=[C:24]([NH:25][C:19](=[O:20])[CH2:18][N:13]2[CH2:12][CH:11]3[N:10]([S:7]([C:1]4[CH:2]=[CH:3][CH:4]=[CH:5][CH:6]=4)(=[O:8])=[O:9])[CH:15]([CH2:16][CH2:17]3)[CH2:14]2)[CH:26]=[CH:27][CH:28]=1, predict the reactants needed to synthesize it. The reactants are: [C:1]1([S:7]([N:10]2[CH:15]3[CH2:16][CH2:17][CH:11]2[CH2:12][N:13]([CH2:18][C:19](O)=[O:20])[CH2:14]3)(=[O:9])=[O:8])[CH:6]=[CH:5][CH:4]=[CH:3][CH:2]=1.F[C:23]1([CH3:30])[CH:29]=[CH:28][CH:27]=[CH:26][CH:24]1[NH2:25].C1CN([P+](Br)(N2CCCC2)N2CCCC2)CC1.[F:48][P-](F)(F)(F)(F)F. (8) Given the product [CH2:12]([O:8][C:5]1[CH:6]=[CH:7][C:2]([Br:1])=[C:3]([F:10])[C:4]=1[F:9])[CH3:13], predict the reactants needed to synthesize it. The reactants are: [Br:1][C:2]1[CH:7]=[CH:6][C:5]([OH:8])=[C:4]([F:9])[C:3]=1[F:10].Br[CH2:12][CH3:13].[OH-].[Na+]. (9) The reactants are: [Cl:1][CH2:2][CH:3]([C:5]1[CH:6]=[CH:7][C:8]2[NH:14][C:13](=[O:15])[CH2:12][CH2:11][CH2:10][C:9]=2[CH:16]=1)[OH:4].N1C=CN=C1.[Si:22](Cl)([C:25]([CH3:28])([CH3:27])[CH3:26])([CH3:24])[CH3:23]. Given the product [Si:22]([O:4][CH:3]([C:5]1[CH:6]=[CH:7][C:8]2[NH:14][C:13](=[O:15])[CH2:12][CH2:11][CH2:10][C:9]=2[CH:16]=1)[CH2:2][Cl:1])([C:25]([CH3:28])([CH3:27])[CH3:26])([CH3:24])[CH3:23], predict the reactants needed to synthesize it. (10) Given the product [CH2:31]([C:30]1[CH:29]=[C:22]2[C:23]([O:4][CH3:2])=[CH:24][CH:25]=[CH:26][N:21]2[N:20]=1)[CH3:32], predict the reactants needed to synthesize it. The reactants are: C[C:2](C)([O-:4])C.[K+].C1(C)C=C(C)C=C(C)C=1S([O-])(=O)=O.[NH2:20][N+:21]1[CH:26]=[CH:25][C:24](OC)=[CH:23][C:22]=1[C:29]#[C:30][CH2:31][CH3:32].O.C(OCC)(=O)C.